This data is from Forward reaction prediction with 1.9M reactions from USPTO patents (1976-2016). The task is: Predict the product of the given reaction. (1) Given the reactants [Cl:1][C:2]1[CH:3]=[C:4]([CH:6]=[CH:7][C:8]=1[Cl:9])[NH2:5].[CH2:10]([N:13]1[C:22](=[O:23])[C:21]2[NH:20][C:19]([C:24]3[N:28]([CH3:29])[N:27]=[C:26]([O:30][CH2:31][C:32](O)=[O:33])[CH:25]=3)=[N:18][C:17]=2[N:16]([CH2:35][CH2:36][CH3:37])[C:14]1=[O:15])[CH2:11][CH3:12], predict the reaction product. The product is: [CH3:37][CH2:36][CH2:35][N:16]1[C:14](=[O:15])[N:13]([CH2:10][CH2:11][CH3:12])[C:22](=[O:23])[C:21]2[C:17]1=[N:18][C:19]([N:20]=2)=[C:24]1[N:28]([CH3:29])[NH:27][C:26]([O:30][CH2:31][C:32]([NH:5][C:4]2[CH:6]=[CH:7][C:8]([Cl:9])=[C:2]([Cl:1])[CH:3]=2)=[O:33])=[CH:25]1. (2) The product is: [Cl:8][C:6]1[N:5]=[CH:4][N:3]=[C:2]([NH:26][C:25]2[C:20]([O:19][CH3:18])=[N:21][CH:22]=[CH:23][CH:24]=2)[N:7]=1. Given the reactants Cl[C:2]1[N:7]=[C:6]([Cl:8])[N:5]=[CH:4][N:3]=1.CCN(C(C)C)C(C)C.[CH3:18][O:19][C:20]1[C:25]([NH2:26])=[CH:24][CH:23]=[CH:22][N:21]=1.C(Cl)Cl, predict the reaction product.